This data is from Peptide-MHC class II binding affinity with 134,281 pairs from IEDB. The task is: Regression. Given a peptide amino acid sequence and an MHC pseudo amino acid sequence, predict their binding affinity value. This is MHC class II binding data. (1) The peptide sequence is PSINDLDEVISNKFH. The MHC is DRB3_0101 with pseudo-sequence DRB3_0101. The binding affinity (normalized) is 0.133. (2) The peptide sequence is WEALKYLWNLLQYWGQELK. The MHC is DRB1_1101 with pseudo-sequence DRB1_1101. The binding affinity (normalized) is 0.0949. (3) The peptide sequence is ALPTVEVVAAAADEV. The MHC is HLA-DPA10201-DPB10101 with pseudo-sequence HLA-DPA10201-DPB10101. The binding affinity (normalized) is 0.0775. (4) The peptide sequence is LLAMAVLAALFAGAW. The MHC is HLA-DPA10201-DPB10101 with pseudo-sequence HLA-DPA10201-DPB10101. The binding affinity (normalized) is 0.208. (5) The peptide sequence is HPQDGDALTLRTATN. The MHC is DRB4_0101 with pseudo-sequence DRB4_0103. The binding affinity (normalized) is 0.345. (6) The peptide sequence is KLMNSPEFHLVFGNC. The MHC is DRB1_0802 with pseudo-sequence DRB1_0802. The binding affinity (normalized) is 0.210. (7) The peptide sequence is ANGYFSGHVIPACKN. The MHC is DRB3_0101 with pseudo-sequence DRB3_0101. The binding affinity (normalized) is 0.0241.